From a dataset of Reaction yield outcomes from USPTO patents with 853,638 reactions. Predict the reaction yield, written as a fraction of the theoretical maximum amount of product (1.0 means a 100% yield; for example, 0.34 means a 34% yield). (1) The reactants are [H-].[Na+].[C:3]([O:11][CH2:12][CH3:13])(=[O:10])[CH2:4][C:5]([O:7][CH2:8][CH3:9])=[O:6].[H][H].I[CH2:17][CH2:18][C:19]1[CH:28]=[CH:27][C:26]([O:29][CH3:30])=[C:25]2[C:20]=1[CH:21]=[CH:22][C:23](=[O:32])[N:24]2[CH3:31].Cl. The catalyst is ClCCl.O1CCCC1. The product is [CH3:30][O:29][C:26]1[CH:27]=[CH:28][C:19]([CH2:18][CH2:17][CH:4]([C:5]([O:7][CH2:8][CH3:9])=[O:6])[C:3]([O:11][CH2:12][CH3:13])=[O:10])=[C:20]2[C:25]=1[N:24]([CH3:31])[C:23](=[O:32])[CH:22]=[CH:21]2. The yield is 1.00. (2) The reactants are [CH3:1][C:2]1[C:14]2[NH:13][C:12]3[C:7](=[CH:8][CH:9]=[C:10]([OH:15])[CH:11]=3)[C:6]=2[CH:5]=[CH:4][N:3]=1.Br[CH2:17][CH:18]1[CH2:23][CH2:22][CH2:21][CH2:20][CH2:19]1. No catalyst specified. The product is [CH3:1][C:2]1[C:14]2[N:13]([CH2:17][CH:18]3[CH2:23][CH2:22][CH2:21][CH2:20][CH2:19]3)[C:12]3[C:7](=[CH:8][CH:9]=[C:10]([O:15][CH2:6][CH:7]4[CH2:12][CH2:11][CH2:10][CH2:9][CH2:8]4)[CH:11]=3)[C:6]=2[CH:5]=[CH:4][N:3]=1. The yield is 0.750. (3) The reactants are [C:1]([N:5]1[CH2:10][CH2:9][CH:8]([S:11][C:12]2[CH:13]=[CH:14][C:15]3[O:24][CH2:23][CH2:22][N:21]4[C:17](=[N:18][C:19]([C:25]5[N:26]([CH:30]([CH3:32])[CH3:31])[N:27]=[CH:28][N:29]=5)=[CH:20]4)[C:16]=3[CH:33]=2)[CH2:7][CH2:6]1)([CH3:4])([CH3:3])[CH3:2].C(O)(C(F)(F)F)=[O:35].C1C=C(Cl)C=C(C(OO)=O)C=1. The catalyst is C(Cl)Cl. The product is [C:1]([N:5]1[CH2:10][CH2:9][CH:8]([S:11]([C:12]2[CH:13]=[CH:14][C:15]3[O:24][CH2:23][CH2:22][N:21]4[CH:20]=[C:19]([C:25]5[N:26]([CH:30]([CH3:31])[CH3:32])[N:27]=[CH:28][N:29]=5)[N:18]=[C:17]4[C:16]=3[CH:33]=2)=[O:35])[CH2:7][CH2:6]1)([CH3:4])([CH3:2])[CH3:3]. The yield is 0.780.